This data is from Full USPTO retrosynthesis dataset with 1.9M reactions from patents (1976-2016). The task is: Predict the reactants needed to synthesize the given product. (1) Given the product [CH3:4][O:5][C:6]1[CH:7]=[C:8]([CH:11]=[CH:12][C:13]=1[O:14][CH3:15])[CH2:9][CH:21]1[C:22](=[O:23])[O:24][C:17]([CH3:25])([CH3:16])[O:18][C:19]1=[O:20], predict the reactants needed to synthesize it. The reactants are: C(O)=O.[CH3:4][O:5][C:6]1[CH:7]=[C:8]([CH:11]=[CH:12][C:13]=1[O:14][CH3:15])[CH:9]=O.[CH3:16][C:17]1([CH3:25])[O:24][C:22](=[O:23])[CH2:21][C:19](=[O:20])[O:18]1.Cl. (2) Given the product [CH3:1][O:2][C:3]1[CH:12]=[C:11]2[C:6]([CH2:7][CH2:8][N:9]([C:13]([O:15][C:16]([CH3:19])([CH3:18])[CH3:17])=[O:14])[CH2:10]2)=[CH:5][C:4]=1[N+:27]([O-:29])=[O:28], predict the reactants needed to synthesize it. The reactants are: [CH3:1][O:2][C:3]1[CH:12]=[C:11]2[C:6]([CH2:7][CH2:8][N:9]([C:13]([O:15][C:16]([CH3:19])([CH3:18])[CH3:17])=[O:14])[CH2:10]2)=[CH:5][CH:4]=1.C(OC(=O)C)(=O)C.[N+:27]([O-])([OH:29])=[O:28].C(=O)(O)[O-].[Na+]. (3) Given the product [Br:1][C:2]1[CH:3]=[N:4][C:5]([C:15]2([OH:14])[CH2:16][N:17]([C:19]([O:21][C:22]([CH3:24])([CH3:23])[CH3:25])=[O:20])[CH2:18]2)=[N:6][CH:7]=1, predict the reactants needed to synthesize it. The reactants are: [Br:1][C:2]1[CH:3]=[N:4][C:5](I)=[N:6][CH:7]=1.C([Li])CCC.[O:14]=[C:15]1[CH2:18][N:17]([C:19]([O:21][C:22]([CH3:25])([CH3:24])[CH3:23])=[O:20])[CH2:16]1. (4) Given the product [C:55](=[O:58])([S:57][CH2:34][CH2:35][CH2:36][CH2:37]/[CH:38]=[CH:39]\[CH2:40]/[CH:41]=[CH:42]\[CH2:43]/[CH:44]=[CH:45]\[CH2:46]/[CH:47]=[CH:48]\[CH2:49]/[CH:50]=[CH:51]\[CH2:52][CH3:53])[CH3:56], predict the reactants needed to synthesize it. The reactants are: C1(P(C2C=CC=CC=2)C2C=CC=CC=2)C=CC=CC=1.CC(OC(/N=N/C(OC(C)C)=O)=O)C.[CH2:34](O)[CH2:35][CH2:36][CH2:37]/[CH:38]=[CH:39]\[CH2:40]/[CH:41]=[CH:42]\[CH2:43]/[CH:44]=[CH:45]\[CH2:46]/[CH:47]=[CH:48]\[CH2:49]/[CH:50]=[CH:51]\[CH2:52][CH3:53].[C:55]([OH:58])(=[S:57])[CH3:56]. (5) The reactants are: Cl.[Cl:2][C:3]1[CH:4]=[C:5]([C:9]2[C:14]3[N:15]([CH2:32][C@H:33]4[CH2:38][CH2:37][C@H:36]([CH3:39])[CH2:35][CH2:34]4)[C:16]([N:18]4[CH2:23][CH2:22][N:21](C(OC(C)(C)C)=O)[CH2:20][C@H:19]4[CH3:31])=[N:17][C:13]=3[CH:12]=[C:11]([C:40]3[NH:44][C:43](=[O:45])[O:42][N:41]=3)[N:10]=2)[CH:6]=[N:7][CH:8]=1. Given the product [Cl:2][C:3]1[CH:4]=[C:5]([C:9]2[C:14]3[N:15]([CH2:32][C@H:33]4[CH2:34][CH2:35][C@H:36]([CH3:39])[CH2:37][CH2:38]4)[C:16]([N:18]4[CH2:23][CH2:22][NH:21][CH2:20][C@H:19]4[CH3:31])=[N:17][C:13]=3[CH:12]=[C:11]([C:40]3[NH:44][C:43](=[O:45])[O:42][N:41]=3)[N:10]=2)[CH:6]=[N:7][CH:8]=1, predict the reactants needed to synthesize it. (6) Given the product [C:13]([C:12]1[CH:16]=[CH:17][C:9]([N:8]2[C:1](=[O:7])[CH:2]=[CH:3][C:4]2=[O:6])=[CH:10][CH:11]=1)([OH:15])=[O:14], predict the reactants needed to synthesize it. The reactants are: [C:1]1(=[O:7])[O:6][C:4](=O)[CH:3]=[CH:2]1.[NH2:8][C:9]1[CH:17]=[CH:16][C:12]([C:13]([OH:15])=[O:14])=[CH:11][CH:10]=1.C([O-])(=O)C.[Na+].C(OC(=O)C)(=O)C. (7) Given the product [CH3:1][CH:2]([CH3:13])[C:3](=[O:12])[CH:4]([S:20][C:14]1[CH:19]=[CH:18][CH:17]=[CH:16][CH:15]=1)[CH2:5][C:6]1[CH:11]=[CH:10][CH:9]=[CH:8][CH:7]=1, predict the reactants needed to synthesize it. The reactants are: [CH3:1][CH:2]([CH3:13])[CH:3]([OH:12])[C:4]#[C:5][C:6]1[CH:11]=[CH:10][CH:9]=[CH:8][CH:7]=1.[C:14]1([SH:20])[CH:19]=[CH:18][CH:17]=[CH:16][CH:15]=1.C1(CC(SC2C=CC=CC=2)C(=O)C)C=CC=CC=1. (8) Given the product [Cl:33][C:30]1[CH:31]=[CH:32][C:27]([C:19]([C:21]2[N:25]([CH3:26])[CH:24]=[N:23][CH:22]=2)([C:7]2[CH:8]=[C:9]3[C:4](=[CH:5][CH:6]=2)[N:3]=[C:2]([NH:34][CH2:35][CH2:36][OH:37])[CH:11]=[C:10]3[C:12]2[CH:17]=[CH:16][CH:15]=[C:14]([CH3:18])[CH:13]=2)[OH:20])=[CH:28][CH:29]=1, predict the reactants needed to synthesize it. The reactants are: Cl[C:2]1[CH:11]=[C:10]([C:12]2[CH:17]=[CH:16][CH:15]=[C:14]([CH3:18])[CH:13]=2)[C:9]2[C:4](=[CH:5][CH:6]=[C:7]([C:19]([C:27]3[CH:32]=[CH:31][C:30]([Cl:33])=[CH:29][CH:28]=3)([C:21]3[N:25]([CH3:26])[CH:24]=[N:23][CH:22]=3)[OH:20])[CH:8]=2)[N:3]=1.[NH2:34][CH2:35][CH2:36][OH:37]. (9) Given the product [C:1]([N:5]1[C:9]([C:10]2[CH:15]=[CH:14][C:13]([CH3:16])=[CH:12][CH:11]=2)=[CH:8][C:7]([CH2:17][CH2:18][CH2:19][N:32]2[CH2:33][CH2:34][N:29]([C:23]3[CH:24]=[CH:25][C:26]([CH3:28])=[CH:27][C:22]=3[CH3:21])[CH2:30][CH2:31]2)=[N:6]1)([CH3:4])([CH3:3])[CH3:2], predict the reactants needed to synthesize it. The reactants are: [C:1]([N:5]1[C:9]([C:10]2[CH:15]=[CH:14][C:13]([CH3:16])=[CH:12][CH:11]=2)=[CH:8][C:7]([CH2:17][CH2:18][CH:19]=O)=[N:6]1)([CH3:4])([CH3:3])[CH3:2].[CH3:21][C:22]1[CH:27]=[C:26]([CH3:28])[CH:25]=[CH:24][C:23]=1[N:29]1[CH2:34][CH2:33][NH:32][CH2:31][CH2:30]1.CCN(C(C)C)C(C)C.[BH-](OC(C)=O)(OC(C)=O)OC(C)=O.[Na+]. (10) Given the product [Cl:1][C:2]1[CH:9]=[C:8]([CH:7]=[CH:6][C:3]=1[C:4]#[N:5])[O:10][CH2:11][C:12]1([CH2:15][O:16][C:18]2[CH:23]=[CH:22][C:21]([CH:24]([C:30]#[C:31][CH3:32])[CH2:25][C:26]([OH:28])=[O:27])=[CH:20][CH:19]=2)[CH2:13][CH2:14]1, predict the reactants needed to synthesize it. The reactants are: [Cl:1][C:2]1[CH:9]=[C:8]([O:10][CH2:11][C:12]2([CH2:15][OH:16])[CH2:14][CH2:13]2)[CH:7]=[CH:6][C:3]=1[C:4]#[N:5].O[C:18]1[CH:23]=[CH:22][C:21]([CH:24]([C:30]#[C:31][CH3:32])[CH2:25][C:26]([O:28]C)=[O:27])=[CH:20][CH:19]=1.